From a dataset of Reaction yield outcomes from USPTO patents with 853,638 reactions. Predict the reaction yield, written as a fraction of the theoretical maximum amount of product (1.0 means a 100% yield; for example, 0.34 means a 34% yield). (1) The reactants are [C:1]([C:5]([NH:7][C:8]1[CH:13]=[CH:12][CH:11]=[C:10]([C:14]2[CH:19]=[CH:18][C:17]([CH:20]3[CH2:22][O:21]3)=[CH:16][C:15]=2[O:23][CH:24]([CH3:26])[CH3:25])[N:9]=1)=[O:6])([CH3:4])([CH3:3])[CH3:2].[CH2:27]([N:35]1[CH2:40][CH2:39][NH:38][CH2:37][CH2:36]1)[CH2:28][C:29]1[CH:34]=[CH:33][CH:32]=[CH:31][CH:30]=1.C(#N)C. The catalyst is O. The product is [C:1]([C:5]([N:7]1[C:8]([NH2:9])=[CH:13][CH:12]=[CH:11][CH:10]1[C:14]1[CH:19]=[CH:18][C:17]([CH:20]([OH:21])[CH2:22][N:38]2[CH2:39][CH2:40][N:35]([CH2:27][CH2:28][C:29]3[CH:34]=[CH:33][CH:32]=[CH:31][CH:30]=3)[CH2:36][CH2:37]2)=[CH:16][C:15]=1[O:23][CH:24]([CH3:25])[CH3:26])=[O:6])([CH3:3])([CH3:2])[CH3:4]. The yield is 0.620. (2) The reactants are O=C1[S:6][N:5]=[C:4]([C:7]([O:9][CH2:10][CH3:11])=[O:8])O1.[C:12](#[N:19])[C:13]1[CH:18]=[CH:17][CH:16]=[CH:15][CH:14]=1.ClC1C=CC=CC=1Cl. No catalyst specified. The product is [C:13]1([C:12]2[S:6][N:5]=[C:4]([C:7]([O:9][CH2:10][CH3:11])=[O:8])[N:19]=2)[CH:18]=[CH:17][CH:16]=[CH:15][CH:14]=1. The yield is 0.0300. (3) The reactants are [CH3:1][O:2][C:3]1[CH:12]=[C:11]2[C:6]([N:7]=[CH:8][C:9](=[O:47])[N:10]2[CH2:13][CH:14]([NH:34]S(C2C=CC=CC=2[N+]([O-])=O)(=O)=O)[C@H:15]2[CH2:20][CH2:19][C@H:18]([NH:21][CH2:22][C:23]3[N:24]=[CH:25][C:26]4[O:27][CH2:28][C:29](=[O:33])[NH:30][C:31]=4[N:32]=3)[CH2:17][CH2:16]2)=[CH:5][CH:4]=1.C1(S)C=CC=CC=1.C(=O)([O-])[O-].[K+].[K+]. No catalyst specified. The product is [NH2:34][CH:14]([C@H:15]1[CH2:20][CH2:19][C@H:18]([NH:21][CH2:22][C:23]2[N:24]=[CH:25][C:26]3[O:27][CH2:28][C:29](=[O:33])[NH:30][C:31]=3[N:32]=2)[CH2:17][CH2:16]1)[CH2:13][N:10]1[C:11]2[C:6](=[CH:5][CH:4]=[C:3]([O:2][CH3:1])[CH:12]=2)[N:7]=[CH:8][C:9]1=[O:47]. The yield is 0.450.